From a dataset of Peptide-MHC class II binding affinity with 134,281 pairs from IEDB. Regression. Given a peptide amino acid sequence and an MHC pseudo amino acid sequence, predict their binding affinity value. This is MHC class II binding data. (1) The binding affinity (normalized) is 0.0271. The MHC is HLA-DPA10201-DPB10501 with pseudo-sequence HLA-DPA10201-DPB10501. The peptide sequence is EVDMTPADALDDFDL. (2) The MHC is DRB1_0301 with pseudo-sequence DRB1_0301. The peptide sequence is FLVKCQLQNPGVADL. The binding affinity (normalized) is 0.0894. (3) The peptide sequence is AEHQAIVRDVLAASD. The MHC is HLA-DPA10201-DPB10501 with pseudo-sequence HLA-DPA10201-DPB10501. The binding affinity (normalized) is 0.0149. (4) The peptide sequence is KGGFMYLKELYNNVN. The MHC is DRB1_1501 with pseudo-sequence DRB1_1501. The binding affinity (normalized) is 0.551. (5) The peptide sequence is GQFRVIGPRHPIRAL. The MHC is DRB1_1101 with pseudo-sequence DRB1_1101. The binding affinity (normalized) is 0.814. (6) The peptide sequence is AVIRGKKGAGGITIK. The MHC is DRB1_1001 with pseudo-sequence DRB1_1001. The binding affinity (normalized) is 0.138.